From a dataset of Full USPTO retrosynthesis dataset with 1.9M reactions from patents (1976-2016). Predict the reactants needed to synthesize the given product. (1) Given the product [C:1]([OH:8])(=[O:7])[CH2:2][CH2:3][C:4]([OH:6])=[O:5].[F:9][C:10]([F:33])([F:34])[O:11][C:12]1[CH:13]=[CH:14][C:15]([O:16][CH2:17][CH2:18][CH2:19][O:20][NH:21][C:22]([NH:24][C:25]([NH:27][CH:28]([CH3:29])[CH3:30])=[NH:26])=[NH:23])=[CH:31][CH:32]=1.[F:9][C:10]([F:33])([F:34])[O:11][C:12]1[CH:13]=[CH:14][C:15]([O:16][CH2:17][CH2:18][CH2:19][O:20][NH:21][C:22]([NH:24][C:25]([NH:27][CH:28]([CH3:29])[CH3:30])=[NH:26])=[NH:23])=[CH:31][CH:32]=1, predict the reactants needed to synthesize it. The reactants are: [C:1]([OH:8])(=[O:7])[CH2:2][CH2:3][C:4]([OH:6])=[O:5].[F:9][C:10]([F:34])([F:33])[O:11][C:12]1[CH:32]=[CH:31][C:15]([O:16][CH2:17][CH2:18][CH2:19][O:20][NH:21][C:22]([NH:24][C:25]([NH:27][CH:28]([CH3:30])[CH3:29])=[NH:26])=[NH:23])=[CH:14][CH:13]=1.O. (2) Given the product [Br:13][C:14]1[CH:15]=[C:16]([C:21]2([C:2]3[CH:7]=[CH:6][N:5]=[CH:4][CH:3]=3)[C:29]3[C:30](=[C:31]([F:35])[CH:32]=[CH:33][CH:34]=3)[C:36]([NH2:37])=[N:22]2)[CH:17]=[CH:18][C:19]=1[F:20], predict the reactants needed to synthesize it. The reactants are: I[C:2]1[CH:7]=[CH:6][N:5]=[CH:4][CH:3]=1.C([Li])(C)(C)C.[Br:13][C:14]1[CH:15]=[C:16]([C:21]([C:29]2[CH:34]=[CH:33][CH:32]=[C:31]([F:35])[C:30]=2[C:36]#[N:37])=[N:22]S(C(C)(C)C)=O)[CH:17]=[CH:18][C:19]=1[F:20].Cl. (3) Given the product [Cl:7][C:8]1[CH:9]=[CH:10][C:11]([C@H:14]([CH3:19])[CH2:15][CH2:16][OH:17])=[CH:12][CH:13]=1, predict the reactants needed to synthesize it. The reactants are: [H-].[H-].[H-].[H-].[Li+].[Al+3].[Cl:7][C:8]1[CH:13]=[CH:12][C:11]([C@H:14]([CH3:19])[CH2:15][C:16](O)=[O:17])=[CH:10][CH:9]=1.O. (4) Given the product [F:1][C:2]1[CH:3]=[C:4]2[C:5]([CH:8]=[C:9]([CH3:10])[NH:12]2)=[CH:6][CH:7]=1, predict the reactants needed to synthesize it. The reactants are: [F:1][C:2]1[CH:7]=[CH:6][C:5]([CH2:8][C:9](=O)[CH3:10])=[C:4]([N+:12]([O-])=O)[CH:3]=1.[C]=O. (5) Given the product [CH:5]1([NH:8][C:11](=[O:10])[C:12]2[CH:17]=[CH:16][C:15]([O:18][CH2:19][C:20]3[C:21]([C:26]4[CH:31]=[CH:30][CH:29]=[C:28]([F:32])[CH:27]=4)=[N:22][O:23][C:24]=3[CH3:25])=[N:14][CH:13]=2)[CH2:7][CH2:6]1, predict the reactants needed to synthesize it. The reactants are: C[Al](C)C.[CH:5]1([NH2:8])[CH2:7][CH2:6]1.C[O:10][C:11](=O)[C:12]1[CH:17]=[CH:16][C:15]([O:18][CH2:19][C:20]2[C:21]([C:26]3[CH:31]=[CH:30][CH:29]=[C:28]([F:32])[CH:27]=3)=[N:22][O:23][C:24]=2[CH3:25])=[N:14][CH:13]=1.O. (6) Given the product [C:11]1([S:8]([O:7][CH2:6][CH2:5][C:3]2[CH2:4][CH:2]=2)(=[O:10])=[O:9])[CH:12]=[CH:13][CH:14]=[CH:15][CH:16]=1, predict the reactants needed to synthesize it. The reactants are: Br[C:2]1(Br)[CH2:4][C:3]1(Br)[CH2:5][CH2:6][O:7][S:8]([C:11]1[CH:16]=[CH:15][CH:14]=[CH:13][CH:12]=1)(=[O:10])=[O:9].C[Li].O.